This data is from Full USPTO retrosynthesis dataset with 1.9M reactions from patents (1976-2016). The task is: Predict the reactants needed to synthesize the given product. (1) The reactants are: [CH2:1]([N:8]1[CH2:13][CH2:12][N:11]([CH2:14][CH:15]=[CH:16][C:17]([O:19][CH3:20])=[O:18])[CH2:10][CH2:9]1)[C:2]1[CH:7]=[CH:6][CH:5]=[CH:4][CH:3]=1.[H][H]. Given the product [CH2:1]([N:8]1[CH2:9][CH2:10][N:11]([CH2:14][CH2:15][CH2:16][C:17]([O:19][CH3:20])=[O:18])[CH2:12][CH2:13]1)[C:2]1[CH:3]=[CH:4][CH:5]=[CH:6][CH:7]=1, predict the reactants needed to synthesize it. (2) Given the product [CH:53]1[C:40]2[CH:39]([N:3]3[CH2:8][CH2:7][CH:6]([CH2:9][CH2:10][CH2:11][CH2:12][NH:13][C:14](=[O:23])[CH:15]=[CH:16][C:17]4[CH:18]=[N:19][CH:20]=[CH:21][CH:22]=4)[CH2:5][CH2:4]3)[C:45]3[CH:46]=[CH:47][CH:48]=[CH:49][C:44]=3[CH2:43][S:42][C:41]=2[CH:50]=[CH:51][CH:52]=1, predict the reactants needed to synthesize it. The reactants are: Cl.Cl.[NH:3]1[CH2:8][CH2:7][CH:6]([CH2:9][CH2:10][CH2:11][CH2:12][NH:13][C:14](=[O:23])[CH:15]=[CH:16][C:17]2[CH:18]=[N:19][CH:20]=[CH:21][CH:22]=2)[CH2:5][CH2:4]1.C1(N)C(F)=C(F)C(F)=C(N)C=1F.Cl.Cl.Cl[CH:39]1[C:45]2[CH:46]=[CH:47][CH:48]=[CH:49][C:44]=2[CH2:43][S:42][C:41]2[CH:50]=[CH:51][CH:52]=[CH:53][C:40]1=2. (3) Given the product [CH3:34][CH:35]([CH2:39][C:40]([CH3:43])([CH3:42])[CH3:41])[CH2:36][CH:37]=[CH:2][CH2:3][C:4]1[CH:5]=[CH:6][CH:7]=[CH:8][CH:9]=1, predict the reactants needed to synthesize it. The reactants are: [Br-].[CH2:2]([P+](C1C=CC=CC=1)(C1C=CC=CC=1)C1C=CC=CC=1)[CH2:3][C:4]1[CH:9]=[CH:8][CH:7]=[CH:6][CH:5]=1.[Li]CCCC.[CH3:34][CH:35]([CH2:39][C:40]([CH3:43])([CH3:42])[CH3:41])[CH2:36][CH:37]=O. (4) Given the product [NH2:18][CH2:17][C:6]1([OH:12])[C:5]2[CH:4]=[CH:3][C:2]([Br:1])=[CH:11][C:10]=2[O:9][CH2:8][CH2:7]1, predict the reactants needed to synthesize it. The reactants are: [Br:1][C:2]1[CH:11]=[C:10]2[C:5]([C:6](=[O:12])[CH2:7][CH2:8][O:9]2)=[CH:4][CH:3]=1.[Si]([C:17]#[N:18])(C)(C)C.[H-].[H-].[H-].[H-].[Li+].[Al+3]. (5) Given the product [C:1]([CH2:3][NH:4][C:5]([C:7]1([NH:13][C:28](=[O:29])[C:27]2[CH:26]=[CH:25][C:24]([N:21]3[CH2:20][CH2:19][N:18]([CH:15]([CH3:16])[CH3:17])[CH2:23][CH2:22]3)=[CH:32][CH:31]=2)[CH2:12][CH2:11][CH2:10][CH2:9][CH2:8]1)=[O:6])#[N:2], predict the reactants needed to synthesize it. The reactants are: [C:1]([CH2:3][NH:4][C:5]([C:7]1([NH2:13])[CH2:12][CH2:11][CH2:10][CH2:9][CH2:8]1)=[O:6])#[N:2].Cl.[CH:15]([N:18]1[CH2:23][CH2:22][N:21]([C:24]2[CH:32]=[CH:31][C:27]([C:28](O)=[O:29])=[CH:26][CH:25]=2)[CH2:20][CH2:19]1)([CH3:17])[CH3:16].C1C=CC2N(O)N=NC=2C=1.C(N(CC)CC)C. (6) The reactants are: [CH3:1][N:2]([CH2:13][C:14]1[N:18]([CH2:19][C@H:20]2[CH2:25][CH2:24][CH2:23][NH:22][CH2:21]2)[C:17]2[CH:26]=[CH:27][CH:28]=[CH:29][C:16]=2[N:15]=1)[C@@H:3]1[C:12]2[N:11]=[CH:10][CH:9]=[CH:8][C:7]=2[CH2:6][CH2:5][CH2:4]1.C=O.[C:32](O)(=O)C.[BH-](OC(C)=O)(OC(C)=O)OC(C)=O.[Na+]. Given the product [CH3:1][N:2]([CH2:13][C:14]1[N:18]([CH2:19][C@H:20]2[CH2:25][CH2:24][CH2:23][N:22]([CH3:32])[CH2:21]2)[C:17]2[CH:26]=[CH:27][CH:28]=[CH:29][C:16]=2[N:15]=1)[C@@H:3]1[C:12]2[N:11]=[CH:10][CH:9]=[CH:8][C:7]=2[CH2:6][CH2:5][CH2:4]1, predict the reactants needed to synthesize it.